From a dataset of Catalyst prediction with 721,799 reactions and 888 catalyst types from USPTO. Predict which catalyst facilitates the given reaction. (1) Reactant: [N+:1]([C:4]1[CH:9]=[CH:8][CH:7]=[CH:6][C:5]=1[S:10](Cl)(=[O:12])=[O:11])([O-:3])=[O:2].[NH2:14][CH2:15][CH2:16][CH2:17][OH:18].C(N(CC)CC)C.[O:26]1[CH:31]=[CH:30][CH2:29][CH2:28][CH2:27]1.C1(C)C=CC(S(O)(=O)=O)=CC=1.[OH-].[Na+]. Product: [N+:1]([C:4]1[CH:9]=[CH:8][CH:7]=[CH:6][C:5]=1[S:10]([NH:14][CH2:15][CH2:16][CH2:17][O:18][CH:27]1[CH2:28][CH2:29][CH2:30][CH2:31][O:26]1)(=[O:12])=[O:11])([O-:3])=[O:2]. The catalyst class is: 46. (2) Reactant: [OH:1][CH2:2][CH:3]([CH2:5][OH:6])[OH:4].[CH3:7][C:8]1[CH:12]=[C:11]([CH3:13])[NH:10][C:9]=1/[CH:14]=[C:15]1\[C:16](=[O:27])[N:17]([C:24](Cl)=[O:25])[C:18]2[C:23]\1=[CH:22][CH:21]=[CH:20][CH:19]=2. Product: [OH:4][CH:3]([CH2:5][OH:6])[CH2:2][O:1][C:24]([N:17]1[C:18]2[C:23](=[CH:22][CH:21]=[CH:20][CH:19]=2)/[C:15](=[CH:14]/[C:9]2[NH:10][C:11]([CH3:13])=[CH:12][C:8]=2[CH3:7])/[C:16]1=[O:27])=[O:25]. The catalyst class is: 877.